This data is from Reaction yield outcomes from USPTO patents with 853,638 reactions. The task is: Predict the reaction yield, written as a fraction of the theoretical maximum amount of product (1.0 means a 100% yield; for example, 0.34 means a 34% yield). The reactants are N[C:2]1[C:3]([CH3:12])=[C:4]([CH:8]=[C:9]([Br:11])[CH:10]=1)[C:5]([OH:7])=[O:6].N([O-])=[O:14].[Na+]. The catalyst is OS(O)(=O)=O.O. The product is [Br:11][C:9]1[CH:10]=[C:2]([OH:14])[C:3]([CH3:12])=[C:4]([CH:8]=1)[C:5]([OH:7])=[O:6]. The yield is 0.649.